Dataset: Merck oncology drug combination screen with 23,052 pairs across 39 cell lines. Task: Regression. Given two drug SMILES strings and cell line genomic features, predict the synergy score measuring deviation from expected non-interaction effect. (1) Drug 1: O=C(O)C1(Cc2cccc(Nc3nccs3)n2)CCC(Oc2cccc(Cl)c2F)CC1. Drug 2: CC1(c2nc3c(C(N)=O)cccc3[nH]2)CCCN1. Cell line: LOVO. Synergy scores: synergy=8.06. (2) Cell line: KPL1. Drug 2: C=CCn1c(=O)c2cnc(Nc3ccc(N4CCN(C)CC4)cc3)nc2n1-c1cccc(C(C)(C)O)n1. Synergy scores: synergy=-3.88. Drug 1: O=S1(=O)NC2(CN1CC(F)(F)F)C1CCC2Cc2cc(C=CCN3CCC(C(F)(F)F)CC3)ccc2C1. (3) Drug 1: CC(=O)OC1C(=O)C2(C)C(O)CC3OCC3(OC(C)=O)C2C(OC(=O)c2ccccc2)C2(O)CC(OC(=O)C(O)C(NC(=O)c3ccccc3)c3ccccc3)C(C)=C1C2(C)C. Drug 2: O=C(O)C1(Cc2cccc(Nc3nccs3)n2)CCC(Oc2cccc(Cl)c2F)CC1. Cell line: SW837. Synergy scores: synergy=24.6. (4) Drug 1: NC(=O)c1cccc2cn(-c3ccc(C4CCCNC4)cc3)nc12. Drug 2: CC1(c2nc3c(C(N)=O)cccc3[nH]2)CCCN1. Cell line: A2058. Synergy scores: synergy=-21.7. (5) Drug 1: CC(C)CC(NC(=O)C(Cc1ccccc1)NC(=O)c1cnccn1)B(O)O. Drug 2: CNC(=O)c1cc(Oc2ccc(NC(=O)Nc3ccc(Cl)c(C(F)(F)F)c3)cc2)ccn1. Cell line: A375. Synergy scores: synergy=-1.51. (6) Drug 1: O=S1(=O)NC2(CN1CC(F)(F)F)C1CCC2Cc2cc(C=CCN3CCC(C(F)(F)F)CC3)ccc2C1. Drug 2: O=C(O)C1(Cc2cccc(Nc3nccs3)n2)CCC(Oc2cccc(Cl)c2F)CC1. Cell line: HT144. Synergy scores: synergy=-6.40. (7) Drug 1: O=c1[nH]cc(F)c(=O)[nH]1. Drug 2: Cc1nc(Nc2ncc(C(=O)Nc3c(C)cccc3Cl)s2)cc(N2CCN(CCO)CC2)n1. Cell line: MSTO. Synergy scores: synergy=17.6.